This data is from Reaction yield outcomes from USPTO patents with 853,638 reactions. The task is: Predict the reaction yield, written as a fraction of the theoretical maximum amount of product (1.0 means a 100% yield; for example, 0.34 means a 34% yield). (1) The reactants are [OH-].[Na+].C[O:4][C:5](=[O:38])[CH2:6][CH2:7][C:8]1[CH:13]=[CH:12][C:11]([O:14][CH2:15][CH2:16][C@H:17]([O:19][C:20]2[CH:25]=[CH:24][C:23]([CH:26]3[CH2:28][CH2:27]3)=[CH:22][C:21]=2[C:29](=[O:36])[C:30]2[CH:35]=[CH:34][CH:33]=[CH:32][CH:31]=2)[CH3:18])=[CH:10][C:9]=1[CH3:37].Cl. The catalyst is CO. The product is [C:29]([C:21]1[CH:22]=[C:23]([CH:26]2[CH2:27][CH2:28]2)[CH:24]=[CH:25][C:20]=1[O:19][C@H:17]([CH3:18])[CH2:16][CH2:15][O:14][C:11]1[CH:12]=[CH:13][C:8]([CH2:7][CH2:6][C:5]([OH:38])=[O:4])=[C:9]([CH3:37])[CH:10]=1)(=[O:36])[C:30]1[CH:31]=[CH:32][CH:33]=[CH:34][CH:35]=1. The yield is 1.00. (2) The reactants are [C:1]([O:5][C:6]([NH:8][C@@H:9]([CH2:20][C:21]1[CH:26]=[CH:25][C:24]([O:27]CC2C=CC=CC=2)=[C:23]([O:35]CC2C=CC=CC=2)[CH:22]=1)[C:10]([O:12][C@H:13]([CH3:19])[CH2:14][O:15][C:16](=[O:18])[CH3:17])=[O:11])=[O:7])([CH3:4])([CH3:3])[CH3:2].[H][H]. The catalyst is CO.[Pd]. The product is [OH:35][C:23]1[CH:22]=[C:21]([CH2:20][C@H:9]([NH:8][C:6]([O:5][C:1]([CH3:2])([CH3:4])[CH3:3])=[O:7])[C:10]([O:12][C@H:13]([CH3:19])[CH2:14][O:15][C:16](=[O:18])[CH3:17])=[O:11])[CH:26]=[CH:25][C:24]=1[OH:27]. The yield is 1.00. (3) The reactants are [H-].[Na+].[OH:3][C:4]([CH3:9])([CH3:8])[C:5]([OH:7])=[O:6].[CH2:10](Br)[C:11]1[CH:16]=[CH:15][CH:14]=[CH:13][CH:12]=1. The catalyst is CN(C=O)C. The product is [CH2:10]([O:3][C:4]([CH3:9])([CH3:8])[C:5]([O:7][CH2:10][C:11]1[CH:16]=[CH:15][CH:14]=[CH:13][CH:12]=1)=[O:6])[C:11]1[CH:16]=[CH:15][CH:14]=[CH:13][CH:12]=1. The yield is 0.420. (4) The reactants are [NH:1](C(OC(C)(C)C)=O)[C@H:2]([C:15]([NH:17][C@H:18]([C:26]([NH2:28])=[O:27])[CH2:19][CH2:20][CH2:21][NH:22][C:23](=[NH:25])[NH2:24])=[O:16])[CH2:3][C:4]1[CH:9]=[CH:8][C:7]([O:10]C(C)(C)C)=[CH:6][CH:5]=1.FC(F)(F)C(O)=O. The catalyst is C(Cl)Cl. The product is [NH2:1][C@H:2]([C:15]([NH:17][C@H:18]([C:26]([NH2:28])=[O:27])[CH2:19][CH2:20][CH2:21][NH:22][C:23](=[NH:24])[NH2:25])=[O:16])[CH2:3][C:4]1[CH:5]=[CH:6][C:7]([OH:10])=[CH:8][CH:9]=1. The yield is 1.00. (5) The reactants are O[CH2:2][C:3]1[CH:8]=[CH:7][C:6]([C@H:9]([O:18][CH:19]2[CH2:24][CH2:23][CH2:22][CH2:21][O:20]2)[C:10]2[CH:11]=[C:12]([CH:15]=[CH:16][CH:17]=2)[C:13]#[N:14])=[CH:5][CH:4]=1.[I:25]I.C1(P(C2C=CC=CC=2)C2C=CC=CC=2)C=CC=CC=1.N1C=CN=C1.S([O-])([O-])(=O)=S.[Na+].[Na+]. The catalyst is ClCCl. The product is [I:25][CH2:2][C:3]1[CH:8]=[CH:7][C:6]([C@H:9]([O:18][CH:19]2[CH2:24][CH2:23][CH2:22][CH2:21][O:20]2)[C:10]2[CH:11]=[C:12]([CH:15]=[CH:16][CH:17]=2)[C:13]#[N:14])=[CH:5][CH:4]=1. The yield is 0.820. (6) The reactants are [S:1]1[CH2:5][CH:4]([C:6]([OH:8])=[O:7])[NH:3][CH2:2]1.S(Cl)([Cl:11])=O.[CH3:13]O. No catalyst specified. The product is [Cl-:11].[CH3:13][O:7][C:6]([CH:4]1[CH2:5][S:1][CH2:2][NH2+:3]1)=[O:8]. The yield is 1.00. (7) The reactants are B(Br)(Br)Br.[CH2:5]([C:7]1([CH2:62][CH3:63])[C:19]2[CH:18]=[C:17]([C:20]3[CH:25]=[CH:24][C:23]([C:26]4[CH:31]=[CH:30][C:29]([O:32]CCCCCCCC)=[CH:28][CH:27]=4)=[CH:22][CH:21]=3)[CH:16]=[CH:15][C:14]=2[C:13]2[C:8]1=[CH:9][C:10]([C:41]1[CH:46]=[CH:45][C:44]([C:47]3[CH:52]=[CH:51][C:50]([O:53]CCCCCCCC)=[CH:49][CH:48]=3)=[CH:43][CH:42]=1)=[CH:11][CH:12]=2)[CH3:6]. The catalyst is C(Cl)Cl. The product is [CH2:62]([C:7]1([CH2:5][CH3:6])[C:8]2[CH:9]=[C:10]([C:41]3[CH:42]=[CH:43][C:44]([C:47]4[CH:52]=[CH:51][C:50]([OH:53])=[CH:49][CH:48]=4)=[CH:45][CH:46]=3)[CH:11]=[CH:12][C:13]=2[C:14]2[C:19]1=[CH:18][C:17]([C:20]1[CH:25]=[CH:24][C:23]([C:26]3[CH:31]=[CH:30][C:29]([OH:32])=[CH:28][CH:27]=3)=[CH:22][CH:21]=1)=[CH:16][CH:15]=2)[CH3:63]. The yield is 0.400.